Dataset: NCI-60 drug combinations with 297,098 pairs across 59 cell lines. Task: Regression. Given two drug SMILES strings and cell line genomic features, predict the synergy score measuring deviation from expected non-interaction effect. (1) Drug 1: C1=C(C(=O)NC(=O)N1)F. Drug 2: C1=NC2=C(N=C(N=C2N1C3C(C(C(O3)CO)O)O)F)N. Cell line: ACHN. Synergy scores: CSS=46.9, Synergy_ZIP=7.37, Synergy_Bliss=6.14, Synergy_Loewe=2.27, Synergy_HSA=7.45. (2) Drug 1: CC1C(C(CC(O1)OC2CC(CC3=C2C(=C4C(=C3O)C(=O)C5=C(C4=O)C(=CC=C5)OC)O)(C(=O)CO)O)N)O.Cl. Drug 2: C1CCN(CC1)CCOC2=CC=C(C=C2)C(=O)C3=C(SC4=C3C=CC(=C4)O)C5=CC=C(C=C5)O. Cell line: NCI-H522. Synergy scores: CSS=10.3, Synergy_ZIP=-3.90, Synergy_Bliss=-1.61, Synergy_Loewe=-0.451, Synergy_HSA=0.458. (3) Drug 1: CC(C1=C(C=CC(=C1Cl)F)Cl)OC2=C(N=CC(=C2)C3=CN(N=C3)C4CCNCC4)N. Drug 2: C1C(C(OC1N2C=NC3=C2NC=NCC3O)CO)O. Cell line: UO-31. Synergy scores: CSS=11.0, Synergy_ZIP=-4.01, Synergy_Bliss=0.749, Synergy_Loewe=2.97, Synergy_HSA=3.15. (4) Drug 2: C#CCC(CC1=CN=C2C(=N1)C(=NC(=N2)N)N)C3=CC=C(C=C3)C(=O)NC(CCC(=O)O)C(=O)O. Synergy scores: CSS=47.6, Synergy_ZIP=2.11, Synergy_Bliss=-0.412, Synergy_Loewe=-32.7, Synergy_HSA=-2.45. Cell line: SNB-19. Drug 1: CCCCCOC(=O)NC1=NC(=O)N(C=C1F)C2C(C(C(O2)C)O)O. (5) Drug 1: C1=CC(=CC=C1CC(C(=O)O)N)N(CCCl)CCCl.Cl. Drug 2: CCC1(CC2CC(C3=C(CCN(C2)C1)C4=CC=CC=C4N3)(C5=C(C=C6C(=C5)C78CCN9C7C(C=CC9)(C(C(C8N6C=O)(C(=O)OC)O)OC(=O)C)CC)OC)C(=O)OC)O.OS(=O)(=O)O. Cell line: HOP-92. Synergy scores: CSS=18.6, Synergy_ZIP=-6.82, Synergy_Bliss=-1.84, Synergy_Loewe=-47.0, Synergy_HSA=0.310. (6) Drug 1: C1=CC=C(C(=C1)C(C2=CC=C(C=C2)Cl)C(Cl)Cl)Cl. Drug 2: COC1=C2C(=CC3=C1OC=C3)C=CC(=O)O2. Cell line: DU-145. Synergy scores: CSS=7.78, Synergy_ZIP=-6.10, Synergy_Bliss=-9.69, Synergy_Loewe=-9.78, Synergy_HSA=-8.11. (7) Drug 1: CC1C(C(CC(O1)OC2CC(CC3=C2C(=C4C(=C3O)C(=O)C5=C(C4=O)C(=CC=C5)OC)O)(C(=O)C)O)N)O.Cl. Drug 2: COC1=C2C(=CC3=C1OC=C3)C=CC(=O)O2. Cell line: NCI-H322M. Synergy scores: CSS=12.2, Synergy_ZIP=1.31, Synergy_Bliss=6.66, Synergy_Loewe=3.09, Synergy_HSA=6.47. (8) Drug 1: C1=CC(=CC=C1CC(C(=O)O)N)N(CCCl)CCCl.Cl. Drug 2: CCC1(CC2CC(C3=C(CCN(C2)C1)C4=CC=CC=C4N3)(C5=C(C=C6C(=C5)C78CCN9C7C(C=CC9)(C(C(C8N6C=O)(C(=O)OC)O)OC(=O)C)CC)OC)C(=O)OC)O.OS(=O)(=O)O. Cell line: SK-MEL-28. Synergy scores: CSS=16.1, Synergy_ZIP=-6.01, Synergy_Bliss=-0.691, Synergy_Loewe=-17.9, Synergy_HSA=-3.24.